From a dataset of Forward reaction prediction with 1.9M reactions from USPTO patents (1976-2016). Predict the product of the given reaction. (1) Given the reactants Br[C:2]1[CH:3]=[C:4]([CH:9]=[CH:10][C:11]=1[C:12]([F:15])([F:14])[CH3:13])[C:5]([O:7][CH3:8])=[O:6].[O:16]1[CH2:21][CH2:20][CH:19]([O:22][CH2:23][CH2:24][O:25][C:26]2[CH:31]=[CH:30][C:29]([NH2:32])=[CH:28][CH:27]=2)[CH2:18][CH2:17]1, predict the reaction product. The product is: [F:14][C:12]([C:11]1[CH:10]=[CH:9][C:4]([C:5]([O:7][CH3:8])=[O:6])=[CH:3][C:2]=1[NH:32][C:29]1[CH:30]=[CH:31][C:26]([O:25][CH2:24][CH2:23][O:22][CH:19]2[CH2:20][CH2:21][O:16][CH2:17][CH2:18]2)=[CH:27][CH:28]=1)([F:15])[CH3:13]. (2) Given the reactants [CH:1]([C:3]1[CH:4]=[C:5]([F:17])[C:6]([C:10]([CH3:16])([CH3:15])[C:11]([F:14])([F:13])[F:12])=[C:7]([F:9])[CH:8]=1)=[CH2:2].CN1C=CN=C1.[N+](=[CH:26][C:27]([O:29][CH2:30][CH3:31])=[O:28])=[N-], predict the reaction product. The product is: [F:9][C:7]1[CH:8]=[C:3]([CH:1]2[CH2:2][CH:26]2[C:27]([O:29][CH2:30][CH3:31])=[O:28])[CH:4]=[C:5]([F:17])[C:6]=1[C:10]([CH3:15])([CH3:16])[C:11]([F:12])([F:13])[F:14]. (3) The product is: [F:1][C@H:2]1[CH2:6][N:5]([C:7](=[O:37])[C@@H:8]([NH:13][C@@H:14]([C:19]2[CH:24]=[CH:23][C:22]([C:25]3[N:26]=[C:27]([N:30]4[CH2:31][CH2:32][N:33]([CH3:36])[CH2:34][CH2:35]4)[S:28][CH:29]=3)=[CH:21][CH:20]=2)[C:15]([F:16])([F:17])[F:18])[CH2:9][CH:10]([CH3:12])[CH3:11])[C@@H:4]2[C:38](=[O:41])[CH2:39][O:40][C@H:3]12. Given the reactants [F:1][C@H:2]1[CH2:6][N:5]([C:7](=[O:37])[C@@H:8]([NH:13][C@@H:14]([C:19]2[CH:24]=[CH:23][C:22]([C:25]3[N:26]=[C:27]([N:30]4[CH2:35][CH2:34][N:33]([CH3:36])[CH2:32][CH2:31]4)[S:28][CH:29]=3)=[CH:21][CH:20]=2)[C:15]([F:18])([F:17])[F:16])[CH2:9][CH:10]([CH3:12])[CH3:11])[C@@H:4]2[C:38](OC)([O:41]C)[CH2:39][O:40][C@H:3]12.O, predict the reaction product. (4) Given the reactants [N:1]12[CH2:8][CH2:7][CH:4]([CH2:5][CH2:6]1)[C@@H:3]([O:9][C:10]1[N:15]=[N:14][C:13]([C:16]3[CH:21]=[CH:20][C:19]([N:22]=C(C4C=CC=CC=4)C4C=CC=CC=4)=[CH:18][CH:17]=3)=[CH:12][CH:11]=1)[CH2:2]2.Cl, predict the reaction product. The product is: [N:1]12[CH2:8][CH2:7][CH:4]([CH2:5][CH2:6]1)[C@@H:3]([O:9][C:10]1[N:15]=[N:14][C:13]([C:16]3[CH:21]=[CH:20][C:19]([NH2:22])=[CH:18][CH:17]=3)=[CH:12][CH:11]=1)[CH2:2]2. (5) Given the reactants [NH2:1][C:2]1[CH:3]=[CH:4][C:5]([O:15][CH:16]([C:23]2[CH:28]=[CH:27][CH:26]=[CH:25][CH:24]=2)[C:17]2[CH:22]=[CH:21][CH:20]=[CH:19][CH:18]=2)=[C:6]([CH:14]=1)[C:7]([NH:9][C:10]([CH3:13])([CH3:12])[CH3:11])=[O:8].[CH3:29][O:30][C:31]1[CH:32]=[C:33]([N:39]=[C:40]=[O:41])[CH:34]=[CH:35][C:36]=1[O:37][CH3:38], predict the reaction product. The product is: [CH:16]([O:15][C:5]1[CH:4]=[CH:3][C:2]([NH:1][C:40]([NH:39][C:33]2[CH:34]=[CH:35][C:36]([O:37][CH3:38])=[C:31]([O:30][CH3:29])[CH:32]=2)=[O:41])=[CH:14][C:6]=1[C:7]([NH:9][C:10]([CH3:11])([CH3:12])[CH3:13])=[O:8])([C:23]1[CH:24]=[CH:25][CH:26]=[CH:27][CH:28]=1)[C:17]1[CH:18]=[CH:19][CH:20]=[CH:21][CH:22]=1. (6) Given the reactants [Cl:1][C:2]1[CH:3]=[C:4]([NH:8][C:9]2[N:14]=[C:13]([C:15]3[CH:20]=[CH:19][N:18]=[C:17](Cl)[CH:16]=3)[CH:12]=[CH:11][N:10]=2)[CH:5]=[CH:6][CH:7]=1.[CH3:22]C([O-])(C)C.[Na+].C[CH:29]1[CH2:33][NH:32][C:31](=[O:34])[CH2:30]1, predict the reaction product. The product is: [Cl:1][C:2]1[CH:3]=[C:4]([NH:8][C:9]2[N:14]=[C:13]([C:15]3[CH:20]=[CH:19][N:18]=[C:17]([N:32]4[CH:33]([CH3:22])[CH2:29][CH2:30][C:31]4=[O:34])[CH:16]=3)[CH:12]=[CH:11][N:10]=2)[CH:5]=[CH:6][CH:7]=1. (7) Given the reactants [Cl:1][C:2]1[S:6][C:5]([C:7]2[N:11]([CH2:12][C:13]3[CH:18]=[CH:17][CH:16]=[CH:15][C:14]=3[F:19])[C:10](=[O:20])[NH:9][CH:8]=2)=[CH:4][CH:3]=1.Cl[CH2:22][C:23]([O:25][CH2:26][CH3:27])=[O:24].C(=O)([O-])[O-].[K+].[K+], predict the reaction product. The product is: [CH2:26]([O:25][C:23](=[O:24])[CH2:22][N:9]1[CH:8]=[C:7]([C:5]2[S:6][C:2]([Cl:1])=[CH:3][CH:4]=2)[N:11]([CH2:12][C:13]2[CH:18]=[CH:17][CH:16]=[CH:15][C:14]=2[F:19])[C:10]1=[O:20])[CH3:27].